From a dataset of Reaction yield outcomes from USPTO patents with 853,638 reactions. Predict the reaction yield, written as a fraction of the theoretical maximum amount of product (1.0 means a 100% yield; for example, 0.34 means a 34% yield). (1) The reactants are [F:1][C:2]1[CH:7]=[C:6]([F:8])[CH:5]=[CH:4][C:3]=1[N:9]1[C:17]2[C@H:16]3[CH2:18][C@H:13]([CH2:14][CH2:15]3)[C:12]=2[C:11]([C:19]([O:21][CH3:22])=[NH:20])=[N:10]1.[C:23](Cl)(=[O:28])[C:24]([CH3:27])([CH3:26])[CH3:25].CCN(CC)CC. The catalyst is C1(C)C=CC=CC=1. The product is [F:1][C:2]1[CH:7]=[C:6]([F:8])[CH:5]=[CH:4][C:3]=1[N:9]1[C:17]2[C@H:16]3[CH2:18][C@H:13]([CH2:14][CH2:15]3)[C:12]=2[C:11]([C:19](=[N:20][C:23](=[O:28])[C:24]([CH3:27])([CH3:26])[CH3:25])[O:21][CH3:22])=[N:10]1. The yield is 0.730. (2) The reactants are [I:1][C:2]1[NH:6][C:5]([C@@H:7]2[CH2:11][CH2:10][C@H:9]([CH3:12])[N:8]2[C:13]([O:15]C(C)(C)C)=O)=[N:4][CH:3]=1.Cl.[CH3:21][O:22][C:23]([NH:25][C@@H:26]([CH:30]([CH3:32])[CH3:31])C(O)=O)=O.[CH3:33]N(C(ON1N=NC2C=CC=NC1=2)=[N+](C)C)C.F[P-](F)(F)(F)(F)F.C(N(C(C)C)CC)(C)C. The catalyst is ClCCl. The product is [I:1][C:2]1[NH:6][C:5]([C@@H:7]2[CH2:11][CH2:10][C@H:9]([CH3:12])[N:8]2[C:13](=[O:15])[C@@H:26]([NH:25][C:23]([O:22][CH3:21])=[CH2:33])[CH:30]([CH3:32])[CH3:31])=[N:4][CH:3]=1. The yield is 0.940. (3) The reactants are [F:1][C:2]1[C:10]([O:11][CH2:12][CH2:13][O:14][CH3:15])=[C:9]2[C:5]([CH:6]=[C:7]([C:16](=[S:18])[NH2:17])[NH:8]2)=[CH:4][C:3]=1[O:19][C:20]1[CH:21]=[N:22][C:23]([S:26]([CH3:29])(=[O:28])=[O:27])=[CH:24][CH:25]=1.[C:30]([O:35][CH2:36][CH3:37])(=[O:34])[C:31]#[C:32][CH3:33].O1CCCC1.C(P(CCCC)CCCC)CCC. The catalyst is C1(C)C=CC=CC=1. The product is [F:1][C:2]1[C:10]([O:11][CH2:12][CH2:13][O:14][CH3:15])=[C:9]2[C:5]([CH:6]=[C:7]([C:16]3[S:18][CH:32]([CH2:31][C:30]([O:35][CH2:36][CH3:37])=[O:34])[CH2:33][N:17]=3)[NH:8]2)=[CH:4][C:3]=1[O:19][C:20]1[CH:21]=[N:22][C:23]([S:26]([CH3:29])(=[O:28])=[O:27])=[CH:24][CH:25]=1. The yield is 0.720. (4) The reactants are Br[CH2:2][CH2:3][CH2:4][O:5][N:6]=[C:7]([O:9][CH2:10][CH3:11])[CH3:8].[NH:12]1[CH2:17][CH2:16][CH2:15][CH2:14][CH2:13]1.[Cl-].[NH4+]. The catalyst is ClCCl. The product is [N:12]1([CH2:2][CH2:3][CH2:4][O:5][N:6]=[C:7]([O:9][CH2:10][CH3:11])[CH3:8])[CH2:17][CH2:16][CH2:15][CH2:14][CH2:13]1. The yield is 0.320. (5) The reactants are [CH3:1][C:2]([Si:5]([CH3:26])([CH3:25])[O:6][CH2:7][C:8]1[CH:13]=[C:12]([O:14][CH3:15])[N:11]=[C:10]([CH2:16][CH2:17][C:18](OCCCC)=[O:19])[CH:9]=1)([CH3:4])[CH3:3].[H-].[H-].[H-].[H-].[Li+].[Al+3].O. The catalyst is C1COCC1. The product is [CH3:4][C:2]([Si:5]([CH3:26])([CH3:25])[O:6][CH2:7][C:8]1[CH:13]=[C:12]([O:14][CH3:15])[N:11]=[C:10]([CH2:16][CH2:17][CH2:18][OH:19])[CH:9]=1)([CH3:1])[CH3:3]. The yield is 1.02.